This data is from Forward reaction prediction with 1.9M reactions from USPTO patents (1976-2016). The task is: Predict the product of the given reaction. (1) Given the reactants C(N(CC)CC)C.[CH3:8][N:9]([CH3:14])[S:10](Cl)(=[O:12])=[O:11].[C:15]([C:17]1([C:23]2[N:28]=[CH:27][C:26]([NH:29][C:30]([C:32]3[CH:33]=[N:34][N:35]([C:38]4[CH:43]=[CH:42][C:41]([C:44]([F:47])([F:46])[F:45])=[CH:40][N:39]=4)[C:36]=3[CH3:37])=[O:31])=[CH:25][CH:24]=2)[CH2:22][CH2:21][NH:20][CH2:19][CH2:18]1)#[N:16].ClCCl, predict the reaction product. The product is: [C:15]([C:17]1([C:23]2[N:28]=[CH:27][C:26]([NH:29][C:30]([C:32]3[CH:33]=[N:34][N:35]([C:38]4[CH:43]=[CH:42][C:41]([C:44]([F:47])([F:46])[F:45])=[CH:40][N:39]=4)[C:36]=3[CH3:37])=[O:31])=[CH:25][CH:24]=2)[CH2:18][CH2:19][N:20]([S:10](=[O:12])(=[O:11])[N:9]([CH3:14])[CH3:8])[CH2:21][CH2:22]1)#[N:16]. (2) Given the reactants [CH2:1]([C:3]1[CH:8]=[CH:7][CH:6]=[CH:5][C:4]=1[C:9]1[CH:14]=[CH:13][C:12]([C:15]([O:17][CH3:18])=[O:16])=[CH:11][C:10]=1[OH:19])[CH3:2].C(=O)([O-])[O-].[K+].[K+].[CH2:26](Br)[CH3:27], predict the reaction product. The product is: [CH2:26]([O:19][C:10]1[CH:11]=[C:12]([C:15]([O:17][CH3:18])=[O:16])[CH:13]=[CH:14][C:9]=1[C:4]1[CH:5]=[CH:6][CH:7]=[CH:8][C:3]=1[CH2:1][CH3:2])[CH3:27]. (3) Given the reactants C(=O)([O-])[O-].[K+].[K+].[Cl:7][C:8]1[C:17]2[C:12](=[CH:13][C:14]([O:18][CH3:19])=[CH:15][CH:16]=2)[C:11]([OH:20])=[CH:10][N:9]=1.Br[CH2:22][CH:23]([F:25])[F:24], predict the reaction product. The product is: [Cl:7][C:8]1[C:17]2[C:12](=[CH:13][C:14]([O:18][CH3:19])=[CH:15][CH:16]=2)[C:11]([O:20][CH2:22][CH:23]([F:25])[F:24])=[CH:10][N:9]=1. (4) Given the reactants [Cl:1][C:2]1[CH:7]=[CH:6][C:5]([N:8]2[CH2:12][CH2:11][C@@H:10]([NH:13]C(=O)OC(C)(C)C)[CH2:9]2)=[C:4]([CH:21]=[O:22])[CH:3]=1.Cl, predict the reaction product. The product is: [NH2:13][C@@H:10]1[CH2:11][CH2:12][N:8]([C:5]2[CH:6]=[CH:7][C:2]([Cl:1])=[CH:3][C:4]=2[CH:21]=[O:22])[CH2:9]1.